Predict the product of the given reaction. From a dataset of Forward reaction prediction with 1.9M reactions from USPTO patents (1976-2016). (1) Given the reactants [Br:1][C:2]1[CH:3]=[N:4][C:5]2[C:10]([CH:11]=1)=[CH:9][C:8]([O:12][CH:13]([S:17][CH3:18])[C:14]([OH:16])=O)=[CH:7][CH:6]=2.[NH2:19][C:20]([CH3:24])([CH3:23])[CH2:21][OH:22].ON1C2N=CC=CC=2N=N1.Cl.CN(C)CCCN=C=NCC.C([O-])(O)=O.[Na+], predict the reaction product. The product is: [Br:1][C:2]1[CH:3]=[N:4][C:5]2[C:10]([CH:11]=1)=[CH:9][C:8]([O:12][CH:13]([S:17][CH3:18])[C:14]([NH:19][C:20]([CH3:24])([CH3:23])[CH2:21][OH:22])=[O:16])=[CH:7][CH:6]=2. (2) Given the reactants [H-].[Na+].[C:3]([O:7][C:8]([N:10]1[CH2:14][C@@H:13]([CH2:15][N:16]([CH:33]([CH3:35])[CH3:34])[C:17](=[O:32])[C:18]2[CH:23]=[CH:22][C:21]([O:24][CH3:25])=[C:20]([O:26][CH2:27][CH2:28][CH2:29][O:30][CH3:31])[CH:19]=2)[C@H:12]([OH:36])[CH2:11]1)=[O:9])([CH3:6])([CH3:5])[CH3:4].[CH2:37]([N:44]([CH:75]1[CH2:77][CH2:76]1)[C:45]([CH2:47]N[C@@H]1CNC[C@H]1CN(C(C)C)C(=O)C1C=CC(OC)=C(OCCCOC)C=1)=[O:46])[C:38]1[CH:43]=[CH:42][CH:41]=[CH:40][CH:39]=1, predict the reaction product. The product is: [C:3]([O:7][C:8]([N:10]1[CH2:14][C@@H:13]([CH2:15][N:16]([CH:33]([CH3:34])[CH3:35])[C:17](=[O:32])[C:18]2[CH:23]=[CH:22][C:21]([O:24][CH3:25])=[C:20]([O:26][CH2:27][CH2:28][CH2:29][O:30][CH3:31])[CH:19]=2)[C@H:12]([O:36][CH2:47][C:45](=[O:46])[N:44]([CH2:37][C:38]2[CH:43]=[CH:42][CH:41]=[CH:40][CH:39]=2)[CH:75]2[CH2:76][CH2:77]2)[CH2:11]1)=[O:9])([CH3:5])([CH3:6])[CH3:4]. (3) Given the reactants [F:1][C:2]1[CH:10]=[C:9]([F:11])[CH:8]=[C:7]2[C:3]=1[C:4](=[O:13])[C:5](=[O:12])[NH:6]2.O.C(OCC)(=O)C.[N+:21]([O-])([OH:23])=[O:22], predict the reaction product. The product is: [F:1][C:2]1[C:10]([N+:21]([O-:23])=[O:22])=[C:9]([F:11])[CH:8]=[C:7]2[C:3]=1[C:4](=[O:13])[C:5](=[O:12])[NH:6]2. (4) Given the reactants [CH2:1]([O:3][C:4](=[O:9])[C:5](Br)([F:7])[F:6])[CH3:2].[F:10][C:11]1[CH:12]=[C:13]([OH:19])[CH:14]=[C:15]([F:18])[C:16]=1[F:17].C(=O)([O-])[O-].[K+].[K+].CN(C=O)C, predict the reaction product. The product is: [F:6][C:5]([F:7])([O:19][C:13]1[CH:12]=[C:11]([F:10])[C:16]([F:17])=[C:15]([F:18])[CH:14]=1)[C:4]([O:3][CH2:1][CH3:2])=[O:9].